From a dataset of Experimentally validated miRNA-target interactions with 360,000+ pairs, plus equal number of negative samples. Binary Classification. Given a miRNA mature sequence and a target amino acid sequence, predict their likelihood of interaction. (1) The miRNA is mmu-miR-3969 with sequence CCCUAAAGUAGAAAUCACUA. The protein sequence of the target gene is MSALKRMMRVSNRSLIAFIFFFSLSTSCLYFIYVAPGIANTYLFMVQARGIMLRENVKTIGHMIRLYTNKNTTLNGTDYPEGNNTSDYLVQTTTYLPQNFTYLPHLPCPEKLPYMRGFLSVNVSEISFDEVHQLFSKDSEIGPGGHWRPKDCKPRWKVAVLIPFRNRHEHLPIFFLHLIPMLQKQRLEFAFYVIEQTGTQPFNRAMLFNVGFKEAMKDRAWDCVIFHDVDHLPENDRNYYGCGEMPRHFAAKLDKYMYILPYKEFFGGVSGLTVEQFRKINGFPNAFWGWGGEDDDLWNR.... Result: 0 (no interaction). (2) The miRNA is hsa-miR-106b-5p with sequence UAAAGUGCUGACAGUGCAGAU. The protein sequence of the target gene is MISLTDTQKIGMGLTGFGVFFLFFGMILFFDKALLAIGNVLFVAGLAFVIGLERTFRFFFQKHKMKATGFFLGGVFVVLIGWPLIGMIFEIYGFFLLFRGFFPVVVGFIRRVPVLGSLLNLPGIRSFVDKVGESNNMV. Result: 1 (interaction).